Dataset: NCI-60 drug combinations with 297,098 pairs across 59 cell lines. Task: Regression. Given two drug SMILES strings and cell line genomic features, predict the synergy score measuring deviation from expected non-interaction effect. (1) Drug 1: CCC1(C2=C(COC1=O)C(=O)N3CC4=CC5=C(C=CC(=C5CN(C)C)O)N=C4C3=C2)O.Cl. Drug 2: C(CCl)NC(=O)N(CCCl)N=O. Cell line: NCI/ADR-RES. Synergy scores: CSS=20.4, Synergy_ZIP=-5.95, Synergy_Bliss=-2.43, Synergy_Loewe=-29.1, Synergy_HSA=0.694. (2) Drug 1: COC1=C(C=C2C(=C1)N=CN=C2NC3=CC(=C(C=C3)F)Cl)OCCCN4CCOCC4. Drug 2: CC(C)NC(=O)C1=CC=C(C=C1)CNNC.Cl. Cell line: HT29. Synergy scores: CSS=34.6, Synergy_ZIP=4.34, Synergy_Bliss=5.00, Synergy_Loewe=-8.18, Synergy_HSA=2.32. (3) Synergy scores: CSS=19.0, Synergy_ZIP=0.266, Synergy_Bliss=6.08, Synergy_Loewe=6.34, Synergy_HSA=5.02. Cell line: SF-268. Drug 2: CC12CCC3C(C1CCC2OP(=O)(O)O)CCC4=C3C=CC(=C4)OC(=O)N(CCCl)CCCl.[Na+]. Drug 1: CCC1(CC2CC(C3=C(CCN(C2)C1)C4=CC=CC=C4N3)(C5=C(C=C6C(=C5)C78CCN9C7C(C=CC9)(C(C(C8N6C)(C(=O)OC)O)OC(=O)C)CC)OC)C(=O)OC)O.OS(=O)(=O)O.